Dataset: Forward reaction prediction with 1.9M reactions from USPTO patents (1976-2016). Task: Predict the product of the given reaction. (1) Given the reactants [Li].[Br:2][C:3]1[CH:4]=[C:5]([C:13]([O-])=[CH:14][C:15](=O)[C:16]([O:18]CC)=[O:17])[CH:6]=[C:7]([O:9][CH:10]([F:12])[F:11])[CH:8]=1.ClC1C=C(C2N(C3C=CC=CN=3)N=C(C(O)=O)C=2)C=C(F)C=1.Cl.[N:46]1[CH:51]=[CH:50][CH:49]=[C:48]([NH:52][NH2:53])[CH:47]=1, predict the reaction product. The product is: [Br:2][C:3]1[CH:4]=[C:5]([C:13]2[N:52]([C:48]3[CH:47]=[N:46][CH:51]=[CH:50][CH:49]=3)[N:53]=[C:15]([C:16]([OH:18])=[O:17])[CH:14]=2)[CH:6]=[C:7]([O:9][CH:10]([F:11])[F:12])[CH:8]=1. (2) Given the reactants [H-].[Na+].[Cl:3][C:4]1[CH:31]=[C:30]([F:32])[C:7]([O:8][C:9]([C:12]2[N:13]([CH:27]([CH3:29])[CH3:28])[C:14]([C:17]3[CH:18]=[C:19]4[C:23](=[CH:24][CH:25]=3)[C:22](=[O:26])[NH:21][CH2:20]4)=[N:15][N:16]=2)([CH3:11])[CH3:10])=[C:6]([F:33])[CH:5]=1.I[CH3:35], predict the reaction product. The product is: [Cl:3][C:4]1[CH:5]=[C:6]([F:33])[C:7]([O:8][C:9]([C:12]2[N:13]([CH:27]([CH3:29])[CH3:28])[C:14]([C:17]3[CH:18]=[C:19]4[C:23](=[CH:24][CH:25]=3)[C:22](=[O:26])[N:21]([CH3:35])[CH2:20]4)=[N:15][N:16]=2)([CH3:10])[CH3:11])=[C:30]([F:32])[CH:31]=1. (3) Given the reactants [NH2:1][CH2:2][C@@H:3]([C:27]([OH:29])=[O:28])[NH:4][C:5](=[O:26])[C:6]1[CH:11]=[CH:10][C:9]([C:12]([NH:14][CH2:15][C:16]2[CH:24]=[CH:23][CH:22]=[C:21]3[C:17]=2[CH:18]=[CH:19][NH:20]3)=[O:13])=[CH:8][C:7]=1[Cl:25].C1C=NC2N(O)N=NC=2C=1.C(N=C=NC(C)C)(C)C.[S:49]1[CH:53]=[CH:52][CH:51]=[C:50]1[C:54](O)=[O:55], predict the reaction product. The product is: [S:49]1[CH:53]=[CH:52][CH:51]=[C:50]1[C:54]([NH:1][CH2:2][C@@H:3]([C:27]([OH:29])=[O:28])[NH:4][C:5](=[O:26])[C:6]1[CH:11]=[CH:10][C:9]([C:12]([NH:14][CH2:15][C:16]2[CH:24]=[CH:23][CH:22]=[C:21]3[C:17]=2[CH2:18][CH2:19][NH:20]3)=[O:13])=[CH:8][C:7]=1[Cl:25])=[O:55].